Dataset: Full USPTO retrosynthesis dataset with 1.9M reactions from patents (1976-2016). Task: Predict the reactants needed to synthesize the given product. (1) Given the product [CH:25]1([C@H:17]2[C@H:16]([CH3:28])[C@@H:15]([NH:29][C:30]3[N:35]=[C:34]([CH3:36])[CH:33]=[CH:32][N:31]=3)[C:14]3[C:19](=[CH:20][CH:21]=[C:12]([O:11][CH2:10][CH2:9][OH:8])[CH:13]=3)[N:18]2[C:22](=[O:24])[CH3:23])[CH2:27][CH2:26]1, predict the reactants needed to synthesize it. The reactants are: [Si]([O:8][CH2:9][CH2:10][O:11][C:12]1[CH:13]=[C:14]2[C:19](=[CH:20][CH:21]=1)[N:18]([C:22](=[O:24])[CH3:23])[C@@H:17]([CH:25]1[CH2:27][CH2:26]1)[C@H:16]([CH3:28])[C@H:15]2[NH:29][C:30]1[N:35]=[C:34]([CH3:36])[CH:33]=[CH:32][N:31]=1)(C(C)(C)C)(C)C.CCCC[N+](CCCC)(CCCC)CCCC.[F-]. (2) Given the product [N+:9]([C:12]1[CH:13]=[CH:14][CH:15]=[C:16]2[C:21]=1[CH:20]=[CH:19][CH:18]=[C:17]2[NH2:22])([O-:11])=[O:10], predict the reactants needed to synthesize it. The reactants are: [S-2].[Na+].[Na+].C(=O)(O)[O-].[Na+].[N+:9]([C:12]1[C:21]2[C:16](=[C:17]([N+:22]([O-])=O)[CH:18]=[CH:19][CH:20]=2)[CH:15]=[CH:14][CH:13]=1)([O-:11])=[O:10].